This data is from NCI-60 drug combinations with 297,098 pairs across 59 cell lines. The task is: Regression. Given two drug SMILES strings and cell line genomic features, predict the synergy score measuring deviation from expected non-interaction effect. (1) Drug 1: COC1=C(C=C2C(=C1)N=CN=C2NC3=CC(=C(C=C3)F)Cl)OCCCN4CCOCC4. Drug 2: CC1=C(C=C(C=C1)C(=O)NC2=CC(=CC(=C2)C(F)(F)F)N3C=C(N=C3)C)NC4=NC=CC(=N4)C5=CN=CC=C5. Cell line: OVCAR-4. Synergy scores: CSS=15.1, Synergy_ZIP=-2.78, Synergy_Bliss=0.247, Synergy_Loewe=-1.95, Synergy_HSA=-1.29. (2) Drug 1: CC1OCC2C(O1)C(C(C(O2)OC3C4COC(=O)C4C(C5=CC6=C(C=C35)OCO6)C7=CC(=C(C(=C7)OC)O)OC)O)O. Drug 2: C1CC(=O)NC(=O)C1N2C(=O)C3=CC=CC=C3C2=O. Cell line: OVCAR-4. Synergy scores: CSS=4.03, Synergy_ZIP=0.388, Synergy_Bliss=3.78, Synergy_Loewe=1.80, Synergy_HSA=2.61. (3) Drug 1: C(CCl)NC(=O)N(CCCl)N=O. Drug 2: CC12CCC3C(C1CCC2OP(=O)(O)O)CCC4=C3C=CC(=C4)OC(=O)N(CCCl)CCCl.[Na+]. Cell line: HOP-92. Synergy scores: CSS=15.9, Synergy_ZIP=5.93, Synergy_Bliss=6.49, Synergy_Loewe=5.11, Synergy_HSA=6.71. (4) Drug 1: C1C(C(OC1N2C=NC3=C(N=C(N=C32)Cl)N)CO)O. Drug 2: C#CCC(CC1=CN=C2C(=N1)C(=NC(=N2)N)N)C3=CC=C(C=C3)C(=O)NC(CCC(=O)O)C(=O)O. Cell line: HCT116. Synergy scores: CSS=71.8, Synergy_ZIP=-4.18, Synergy_Bliss=-19.7, Synergy_Loewe=32.3, Synergy_HSA=-13.8. (5) Drug 1: C1=NC(=NC(=O)N1C2C(C(C(O2)CO)O)O)N. Drug 2: CC1=C(N=C(N=C1N)C(CC(=O)N)NCC(C(=O)N)N)C(=O)NC(C(C2=CN=CN2)OC3C(C(C(C(O3)CO)O)O)OC4C(C(C(C(O4)CO)O)OC(=O)N)O)C(=O)NC(C)C(C(C)C(=O)NC(C(C)O)C(=O)NCCC5=NC(=CS5)C6=NC(=CS6)C(=O)NCCC[S+](C)C)O. Cell line: SR. Synergy scores: CSS=81.7, Synergy_ZIP=-0.551, Synergy_Bliss=-0.469, Synergy_Loewe=0.375, Synergy_HSA=2.50. (6) Drug 1: CN(CCCl)CCCl.Cl. Drug 2: N.N.Cl[Pt+2]Cl. Cell line: EKVX. Synergy scores: CSS=8.69, Synergy_ZIP=-0.844, Synergy_Bliss=8.64, Synergy_Loewe=-1.08, Synergy_HSA=2.03. (7) Drug 1: CC1=C(C=C(C=C1)NC2=NC=CC(=N2)N(C)C3=CC4=NN(C(=C4C=C3)C)C)S(=O)(=O)N.Cl. Drug 2: C1CNP(=O)(OC1)N(CCCl)CCCl. Cell line: SN12C. Synergy scores: CSS=0.0730, Synergy_ZIP=0.245, Synergy_Bliss=0.489, Synergy_Loewe=-5.41, Synergy_HSA=-1.87. (8) Drug 1: CC1CCC2CC(C(=CC=CC=CC(CC(C(=O)C(C(C(=CC(C(=O)CC(OC(=O)C3CCCCN3C(=O)C(=O)C1(O2)O)C(C)CC4CCC(C(C4)OC)OCCO)C)C)O)OC)C)C)C)OC. Drug 2: C(CC(=O)O)C(=O)CN.Cl. Cell line: SK-MEL-5. Synergy scores: CSS=11.9, Synergy_ZIP=-4.32, Synergy_Bliss=4.13, Synergy_Loewe=-3.16, Synergy_HSA=2.85.